Dataset: Peptide-MHC class I binding affinity with 185,985 pairs from IEDB/IMGT. Task: Regression. Given a peptide amino acid sequence and an MHC pseudo amino acid sequence, predict their binding affinity value. This is MHC class I binding data. (1) The peptide sequence is SLDKTSLVEM. The binding affinity (normalized) is 0.402. The MHC is HLA-A02:01 with pseudo-sequence HLA-A02:01. (2) The peptide sequence is LTHFNNNENV. The MHC is HLA-A02:02 with pseudo-sequence HLA-A02:02. The binding affinity (normalized) is 0.371. (3) The peptide sequence is MVIENGILKK. The MHC is HLA-A31:01 with pseudo-sequence HLA-A31:01. The binding affinity (normalized) is 0.215. (4) The peptide sequence is QESLTTTSTA. The MHC is HLA-B18:01 with pseudo-sequence HLA-B18:01. The binding affinity (normalized) is 0. (5) The binding affinity (normalized) is 0.723. The peptide sequence is DLADQLIHL. The MHC is HLA-A69:01 with pseudo-sequence HLA-A69:01. (6) The peptide sequence is TSMMVILPDK. The MHC is HLA-A31:01 with pseudo-sequence HLA-A31:01. The binding affinity (normalized) is 0.434. (7) The peptide sequence is THEANTMAM. The MHC is HLA-B15:01 with pseudo-sequence HLA-B15:01. The binding affinity (normalized) is 0.0847. (8) The peptide sequence is AMITDLEERL. The MHC is HLA-A02:06 with pseudo-sequence HLA-A02:06. The binding affinity (normalized) is 0.418. (9) The peptide sequence is LRMAKQNSRG. The MHC is HLA-B27:05 with pseudo-sequence HLA-B27:05. The binding affinity (normalized) is 0.386.